Predict the reactants needed to synthesize the given product. From a dataset of Full USPTO retrosynthesis dataset with 1.9M reactions from patents (1976-2016). (1) Given the product [OH:1][CH2:2][CH:3]([N:10]1[CH:14]=[C:13]([C:15]([OH:17])=[O:16])[CH:12]=[N:11]1)[C:4]1[CH:5]=[CH:6][CH:7]=[CH:8][CH:9]=1, predict the reactants needed to synthesize it. The reactants are: [OH:1][CH2:2][CH:3]([N:10]1[CH:14]=[C:13]([C:15]([O:17]CC)=[O:16])[CH:12]=[N:11]1)[C:4]1[CH:9]=[CH:8][CH:7]=[CH:6][CH:5]=1.[OH-].[Na+].Cl. (2) Given the product [Cl:1][C:2]1[C:7]([CH:8]=[O:9])=[CH:6][N:5]=[C:4]2[N:10]([S:13]([C:16]3[CH:22]=[CH:21][C:19]([CH3:20])=[CH:18][CH:17]=3)(=[O:15])=[O:14])[CH:11]=[CH:12][C:3]=12, predict the reactants needed to synthesize it. The reactants are: [Cl:1][C:2]1[C:7]([CH:8]=[O:9])=[CH:6][N:5]=[C:4]2[NH:10][CH:11]=[CH:12][C:3]=12.[S:13](Cl)([C:16]1[CH:22]=[CH:21][C:19]([CH3:20])=[CH:18][CH:17]=1)(=[O:15])=[O:14].